The task is: Predict the reactants needed to synthesize the given product.. This data is from Full USPTO retrosynthesis dataset with 1.9M reactions from patents (1976-2016). Given the product [Br:1][C:2]1[CH:3]=[C:4]([CH2:20][C:21]([NH:23][C:24]2[CH:29]=[CH:28][C:27]([S:30](=[O:33])(=[O:32])[NH2:31])=[CH:26][C:25]=2[CH3:36])=[O:22])[CH:5]=[CH:6][C:7]=1[O:8][C:9]1[CH:14]=[C:13]([CH:15]([F:16])[F:17])[CH:12]=[C:11]([C:18]#[N:19])[CH:10]=1, predict the reactants needed to synthesize it. The reactants are: [Br:1][C:2]1[CH:3]=[C:4]([CH2:20][C:21]([NH:23][C:24]2[CH:29]=[CH:28][C:27]([S:30](=[O:33])(=[O:32])[NH2:31])=[CH:26][C:25]=2Br)=[O:22])[CH:5]=[CH:6][C:7]=1[O:8][C:9]1[CH:14]=[C:13]([CH:15]([F:17])[F:16])[CH:12]=[C:11]([C:18]#[N:19])[CH:10]=1.N[C:36]1C=CC(S(N)(=O)=O)=CC=1Br.